Dataset: Forward reaction prediction with 1.9M reactions from USPTO patents (1976-2016). Task: Predict the product of the given reaction. (1) Given the reactants C(NC(=O)[O-])C.C[O:8][C:9]1[CH:10]=[CH:11][C:12]2[CH:13]([CH3:21])[CH:14]3[CH2:18][NH:17][CH2:16][CH:15]3[C:19]=2[CH:20]=1, predict the reaction product. The product is: [OH:8][C:9]1[CH:10]=[CH:11][C:12]2[CH:13]([CH3:21])[CH:14]3[CH2:18][NH:17][CH2:16][CH:15]3[C:19]=2[CH:20]=1. (2) Given the reactants C(OC(=O)[NH:7][CH:8]([C:10](=[O:35])[NH:11][CH:12]([C:16]([N:18]1[CH2:22][CH2:21][CH2:20][CH:19]1[CH2:23][C:24]1[C:28]2[CH:29]=[C:30]([O:33][CH3:34])[CH:31]=[CH:32][C:27]=2[O:26][CH:25]=1)=[O:17])[CH:13]([CH3:15])[CH3:14])[CH3:9])(C)(C)C.C(O)(C(F)(F)F)=O, predict the reaction product. The product is: [NH2:7][CH:8]([CH3:9])[C:10]([NH:11][CH:12]([C:16]([N:18]1[CH2:22][CH2:21][CH2:20][CH:19]1[CH2:23][C:24]1[C:28]2[CH:29]=[C:30]([O:33][CH3:34])[CH:31]=[CH:32][C:27]=2[O:26][CH:25]=1)=[O:17])[CH:13]([CH3:15])[CH3:14])=[O:35]. (3) Given the reactants [CH2:1]([O:3][CH2:4][CH2:5][N:6]1[C:15]2[C:10](=[CH:11][CH:12]=[CH:13][CH:14]=2)[C:9](O)=[C:8]([C:17]#[N:18])[C:7]1=[O:19])[CH3:2].O=P(Cl)(Cl)[Cl:22], predict the reaction product. The product is: [Cl:22][C:9]1[C:10]2[C:15](=[CH:14][CH:13]=[CH:12][CH:11]=2)[N:6]([CH2:5][CH2:4][O:3][CH2:1][CH3:2])[C:7](=[O:19])[C:8]=1[C:17]#[N:18]. (4) Given the reactants [OH:1][C:2]1[CH:7]=[CH:6][CH:5]=[CH:4][C:3]=1[C:8](=[O:28])[CH2:9][CH2:10][C:11]1[N:12]=[C:13]([C:16]2[CH:21]=[CH:20][C:19]([O:22][CH3:23])=[C:18]([O:24][CH:25]([CH3:27])[CH3:26])[CH:17]=2)[O:14][CH:15]=1.[CH2:29](Br)[CH:30]=[CH2:31].C(=O)([O-])[O-].[K+].[K+].O, predict the reaction product. The product is: [CH2:31]([O:1][C:2]1[CH:7]=[CH:6][CH:5]=[CH:4][C:3]=1[C:8](=[O:28])[CH2:9][CH2:10][C:11]1[N:12]=[C:13]([C:16]2[CH:21]=[CH:20][C:19]([O:22][CH3:23])=[C:18]([O:24][CH:25]([CH3:26])[CH3:27])[CH:17]=2)[O:14][CH:15]=1)[CH:30]=[CH2:29]. (5) The product is: [CH:7]1([C:10]2[C:19]3[CH2:18][N:17]([C:20]4[CH:29]=[C:28]5[C:23]([CH2:24][CH2:25][CH:26]([C:30]6[C:35]([F:36])=[CH:34][CH:33]=[CH:32][N:31]=6)[O:27]5)=[CH:22][C:21]=4[CH3:37])[C:16](=[O:38])[NH:15][C:14]=3[CH:13]=[C:12]([N:39]3[CH:43]=[C:42]([CH2:44][OH:45])[CH:41]=[N:40]3)[N:11]=2)[CH2:8][CH2:9]1. Given the reactants [H-].[Al+3].[Li+].[H-].[H-].[H-].[CH:7]1([C:10]2[C:19]3[CH2:18][N:17]([C:20]4[CH:29]=[C:28]5[C:23]([CH2:24][CH2:25][CH:26]([C:30]6[C:35]([F:36])=[CH:34][CH:33]=[CH:32][N:31]=6)[O:27]5)=[CH:22][C:21]=4[CH3:37])[C:16](=[O:38])[NH:15][C:14]=3[CH:13]=[C:12]([N:39]3[CH:43]=[C:42]([C:44](OCC)=[O:45])[CH:41]=[N:40]3)[N:11]=2)[CH2:9][CH2:8]1.O.O.O.O.O.O.O.O.O.O.S([O-])([O-])(=O)=O.[Na+].[Na+], predict the reaction product. (6) Given the reactants [CH2:1]([O:3][C:4]1[C:13]2[C:8](=[CH:9][CH:10]=[CH:11][CH:12]=2)[C:7]([O:14][CH2:15][C:16]2[CH:21]=[CH:20][CH:19]=[CH:18][CH:17]=2)=[C:6]([C:22](O)=[O:23])[C:5]=1[C:25](O)=[O:26])[CH3:2].[NH2:28][C:29]1[CH:34]=[CH:33][C:32]([CH2:35][C:36]([O:38][CH2:39][CH3:40])=[O:37])=[CH:31][C:30]=1[F:41], predict the reaction product. The product is: [CH2:1]([O:3][C:4]1[C:5]2[C:25](=[O:26])[N:28]([C:29]3[CH:34]=[CH:33][C:32]([CH2:35][C:36]([O:38][CH2:39][CH3:40])=[O:37])=[CH:31][C:30]=3[F:41])[C:22](=[O:23])[C:6]=2[C:7]([O:14][CH2:15][C:16]2[CH:21]=[CH:20][CH:19]=[CH:18][CH:17]=2)=[C:8]2[CH:9]=[CH:10][CH:11]=[CH:12][C:13]=12)[CH3:2]. (7) Given the reactants C([O:4][C@@H:5]1[C@@H:10]([O:11]C(=O)C)[C@H:9]([O:15]C(=O)C)[C@@H:8]([CH2:19][O:20]C(=O)C)[O:7][C@H:6]1[O:24][C:25]1[C:29]([CH2:30][C:31]2[CH:36]=[CH:35][C:34]([O:37][CH2:38][CH2:39][NH2:40])=[CH:33][C:32]=2[CH3:41])=[C:28]([CH:42]([CH3:44])[CH3:43])[NH:27][N:26]=1)(=O)C.[NH2:45][C:46]([CH3:51])([CH3:50])[C:47]([NH2:49])=[O:48].NCCN1CC[O:58][CH2:57]C1, predict the reaction product. The product is: [C:47]([C:46]([NH:45][C:57](=[O:58])[NH:40][CH2:39][CH2:38][O:37][C:34]1[CH:35]=[CH:36][C:31]([CH2:30][C:29]2[C:25]([O:24][C@@H:6]3[O:7][C@H:8]([CH2:19][OH:20])[C@@H:9]([OH:15])[C@H:10]([OH:11])[C@H:5]3[OH:4])=[N:26][NH:27][C:28]=2[CH:42]([CH3:44])[CH3:43])=[C:32]([CH3:41])[CH:33]=1)([CH3:51])[CH3:50])(=[O:48])[NH2:49]. (8) Given the reactants [Cl:1][C:2]1[CH:7]=[CH:6][C:5]([C:8]2([O:16][CH3:17])[CH2:13][CH2:12][NH:11][CH2:10][C:9]2([CH3:15])[OH:14])=[CH:4][CH:3]=1.C(=O)([O-])[O-].[K+].[K+].Br[CH2:25][CH2:26][CH:27]=[C:28]1[C:34]2[CH:35]=[CH:36][CH:37]=[N:38][C:33]=2[CH2:32][O:31][C:30]2[CH:39]=[CH:40][C:41]([C:43]([OH:46])([CH3:45])[CH3:44])=[CH:42][C:29]1=2, predict the reaction product. The product is: [Cl:1][C:2]1[CH:7]=[CH:6][C:5]([C:8]2([O:16][CH3:17])[CH2:13][CH2:12][N:11]([CH2:25][CH2:26][CH:27]=[C:28]3[C:34]4[CH:35]=[CH:36][CH:37]=[N:38][C:33]=4[CH2:32][O:31][C:30]4[CH:39]=[CH:40][C:41]([C:43]([OH:46])([CH3:45])[CH3:44])=[CH:42][C:29]3=4)[CH2:10][C:9]2([CH3:15])[OH:14])=[CH:4][CH:3]=1.